Task: Predict the reaction yield, written as a fraction of the theoretical maximum amount of product (1.0 means a 100% yield; for example, 0.34 means a 34% yield).. Dataset: Reaction yield outcomes from USPTO patents with 853,638 reactions (1) The reactants are [CH3:1][O:2][C:3]1[C:11]([O:12][CH2:13][C:14]2[CH:19]=[CH:18][CH:17]=[CH:16][CH:15]=2)=[CH:10][C:6]([C:7]([NH2:9])=[O:8])=[C:5]([NH:20][C:21](=O)[C:22]2[CH:27]=[CH:26][CH:25]=[C:24]([N+:28]([O-:30])=[O:29])[CH:23]=2)[CH:4]=1.Cl. The catalyst is [OH-].[Na+]. The product is [CH2:13]([O:12][C:11]1[CH:10]=[C:6]2[C:5](=[CH:4][C:3]=1[O:2][CH3:1])[N:20]=[C:21]([C:22]1[CH:27]=[CH:26][CH:25]=[C:24]([N+:28]([O-:30])=[O:29])[CH:23]=1)[NH:9][C:7]2=[O:8])[C:14]1[CH:19]=[CH:18][CH:17]=[CH:16][CH:15]=1. The yield is 0.470. (2) The reactants are [OH:1][C:2]1[CH:7]=[CH:6][C:5]([CH2:8][C:9]#[N:10])=[CH:4][CH:3]=1.[C:11](=O)([O-])[O-].[K+].[K+].[CH2:17](Br)[C:18]1[CH:23]=[CH:22][CH:21]=[CH:20][CH:19]=1.[I-].[K+]. The catalyst is CN(C)C=O.O. The product is [CH2:17]([O:1][C:2]1[CH:7]=[CH:6][C:5]([CH:8]([CH3:11])[C:9]#[N:10])=[CH:4][CH:3]=1)[C:18]1[CH:23]=[CH:22][CH:21]=[CH:20][CH:19]=1. The yield is 0.760. (3) The reactants are [ClH:1].[NH2:2][C:3]([CH3:24])([CH2:6][CH2:7][C:8]1[S:9][CH:10]=[C:11]([C:13]#[C:14][CH2:15][CH2:16][CH2:17][C:18]2[CH:23]=[CH:22][CH:21]=[CH:20][CH:19]=2)[CH:12]=1)[CH2:4][OH:5].S(=O)(=O)(O)[OH:26].[OH-].[Na+]. The catalyst is CO. The product is [ClH:1].[NH2:2][C:3]([CH3:24])([CH2:6][CH2:7][C:8]1[S:9][CH:10]=[C:11]([C:13](=[O:26])[CH2:14][CH2:15][CH2:16][CH2:17][C:18]2[CH:19]=[CH:20][CH:21]=[CH:22][CH:23]=2)[CH:12]=1)[CH2:4][OH:5]. The yield is 0.530. (4) The reactants are [C:1](=[NH:21])([O:3][CH2:4][CH2:5][C:6]1[CH:11]=[CH:10][C:9]([O:12][C:13]2[CH:18]=[CH:17][C:16]([Cl:19])=[C:15]([CH3:20])[CH:14]=2)=[CH:8][CH:7]=1)[NH2:2].[CH:22]([CH:24]([CH2:29][C:30]1[CH:31]=[N:32][N:33]([CH3:35])[CH:34]=1)[C:25](OC)=O)=[O:23].C([O-])([O-])=O.[K+].[K+]. The catalyst is CN1C(=O)CCC1. The product is [Cl:19][C:16]1[CH:17]=[CH:18][C:13]([O:12][C:9]2[CH:8]=[CH:7][C:6]([CH2:5][CH2:4][O:3][C:1]3[NH:2][CH:25]=[C:24]([CH2:29][C:30]4[CH:31]=[N:32][N:33]([CH3:35])[CH:34]=4)[C:22](=[O:23])[N:21]=3)=[CH:11][CH:10]=2)=[CH:14][C:15]=1[CH3:20]. The yield is 0.0556. (5) The reactants are Cl[C:2]1[NH:7][C:6](=[O:8])[N:5]2[CH:9]=[CH:10][N:11]=[C:4]2[CH:3]=1.CC1(C)C(C)(C)OB([C:20]2[CH:25]=[CH:24][C:23]([CH:26]3[CH2:31][CH2:30][N:29]([C:32]([O:34][C:35]([CH3:38])([CH3:37])[CH3:36])=[O:33])[CH2:28][CH2:27]3)=[CH:22][CH:21]=2)O1.P([O-])([O-])([O-])=O.[K+].[K+].[K+].C1(P(C2CCCCC2)C2C=CC=CC=2C2C(C(C)C)=CC(C(C)C)=CC=2C(C)C)CCCCC1.O. The catalyst is C1C=CC(/C=C/C(/C=C/C2C=CC=CC=2)=O)=CC=1.C1C=CC(/C=C/C(/C=C/C2C=CC=CC=2)=O)=CC=1.C1C=CC(/C=C/C(/C=C/C2C=CC=CC=2)=O)=CC=1.[Pd].[Pd].C(O)(C)C. The product is [OH:8][C:6]1[N:5]2[CH:9]=[CH:10][N:11]=[C:4]2[CH:3]=[C:2]([C:20]2[CH:21]=[CH:22][C:23]([CH:26]3[CH2:27][CH2:28][N:29]([C:32]([O:34][C:35]([CH3:38])([CH3:37])[CH3:36])=[O:33])[CH2:30][CH2:31]3)=[CH:24][CH:25]=2)[N:7]=1. The yield is 0.430. (6) The reactants are [Br:1][C:2]1[CH:3]=[C:4]2[C:10](I)=[CH:9][N:8]([S:12]([C:15]3[CH:20]=[CH:19][C:18]([CH3:21])=[CH:17][CH:16]=3)(=[O:14])=[O:13])[C:5]2=[N:6][CH:7]=1.[CH3:22][NH:23][C:24]([C:26]1[CH:31]=[CH:30][C:29](B(O)O)=[CH:28][CH:27]=1)=[O:25].C([O-])([O-])=O.[Na+].[Na+].O. The catalyst is CC#N.Cl[Pd](Cl)([P](C1C=CC=CC=1)(C1C=CC=CC=1)C1C=CC=CC=1)[P](C1C=CC=CC=1)(C1C=CC=CC=1)C1C=CC=CC=1. The product is [Br:1][C:2]1[CH:3]=[C:4]2[C:10]([C:29]3[CH:30]=[CH:31][C:26]([C:24]([NH:23][CH3:22])=[O:25])=[CH:27][CH:28]=3)=[CH:9][N:8]([S:12]([C:15]3[CH:20]=[CH:19][C:18]([CH3:21])=[CH:17][CH:16]=3)(=[O:14])=[O:13])[C:5]2=[N:6][CH:7]=1. The yield is 1.21. (7) The reactants are [Cl:1][C:2]1[CH:7]=[C:6]([Cl:8])[CH:5]=[CH:4][C:3]=1[C:9]([C:11]1[N:15]([CH2:16][CH2:17][NH:18]C(=O)OC(C)(C)C)[C:14]2[C:26]([N:30]([CH2:33][CH3:34])[CH2:31][CH3:32])=[CH:27][CH:28]=[CH:29][C:13]=2[N:12]=1)=O.Cl. The catalyst is CO.C(=O)([O-])O.[Na+]. The product is [Cl:1][C:2]1[CH:7]=[C:6]([Cl:8])[CH:5]=[CH:4][C:3]=1[C:9]1[C:11]2=[N:12][C:13]3[C:14](=[C:26]([N:30]([CH2:33][CH3:34])[CH2:31][CH3:32])[CH:27]=[CH:28][CH:29]=3)[N:15]2[CH2:16][CH2:17][N:18]=1. The yield is 0.850. (8) The reactants are [CH3:1][C:2]1[N:6]([CH3:7])[CH:5]=[N:4][N:3]=1.[CH2:8]=[O:9]. No catalyst specified. The product is [CH3:7][N:6]1[C:2]([CH3:1])=[N:3][N:4]=[C:5]1[CH2:8][OH:9]. The yield is 0.820. (9) The reactants are [C:1]([C:3]1[NH:7][C:6]([C:8]2[CH:13]=[CH:12][C:11]([NH:14][S:15]([CH2:18][CH3:19])(=[O:17])=[O:16])=[CH:10][CH:9]=2)=[CH:5][CH:4]=1)#[N:2].[CH3:20][C:21](C)([O-])[CH3:22].[K+].C(I)CC. No catalyst specified. The product is [C:1]([C:3]1[N:7]([CH2:20][CH2:21][CH3:22])[C:6]([C:8]2[CH:9]=[CH:10][C:11]([NH:14][S:15]([CH2:18][CH3:19])(=[O:17])=[O:16])=[CH:12][CH:13]=2)=[CH:5][CH:4]=1)#[N:2]. The yield is 0.0620. (10) The reactants are [OH-].[Na+].[Br:3][C:4]1[CH:5]=[CH:6][C:7]2[N:8]([CH2:18][CH:19]([OH:24])[C:20]([O:22]C)=[O:21])[C:9]3[C:14]([C:15]=2[CH:16]=1)=[CH:13][C:12]([Br:17])=[CH:11][CH:10]=3. The catalyst is CCO. The product is [Br:17][C:12]1[CH:11]=[CH:10][C:9]2[N:8]([CH2:18][CH:19]([OH:24])[C:20]([OH:22])=[O:21])[C:7]3[C:15]([C:14]=2[CH:13]=1)=[CH:16][C:4]([Br:3])=[CH:5][CH:6]=3. The yield is 0.990.